From a dataset of Full USPTO retrosynthesis dataset with 1.9M reactions from patents (1976-2016). Predict the reactants needed to synthesize the given product. (1) Given the product [C:2]1([CH:8]([N:12]2[CH2:17][CH2:16][CH2:15][CH2:14][CH2:13]2)[C:9]([O:11][C@@H:45]2[CH:46]3[CH2:49][CH2:50][N:43]([CH2:48][CH2:47]3)[CH2:44]2)=[O:10])[CH:3]=[CH:4][CH:5]=[CH:6][CH:7]=1, predict the reactants needed to synthesize it. The reactants are: Cl.[C:2]1([CH:8]([N:12]2[CH2:17][CH2:16][CH2:15][CH2:14][CH2:13]2)[C:9]([OH:11])=[O:10])[CH:7]=[CH:6][CH:5]=[CH:4][CH:3]=1.C1CCC(N=C=NC2CCCCC2)CC1.C1C=CC2N(O)N=NC=2C=1.[N:43]12[CH2:50][CH2:49][CH:46]([CH2:47][CH2:48]1)[C@@H:45](O)[CH2:44]2. (2) Given the product [Cl:1][C:2]1[CH:3]=[C:4]([CH:16]=[O:17])[CH:5]=[C:6]2[C:11]=1[S:10](=[O:12])(=[O:13])[CH2:9][CH2:8][C:7]2([CH3:14])[CH3:15], predict the reactants needed to synthesize it. The reactants are: [Cl:1][C:2]1[CH:3]=[C:4]([C:16](O)=[O:17])[CH:5]=[C:6]2[C:11]=1[S:10](=[O:13])(=[O:12])[CH2:9][CH2:8][C:7]2([CH3:15])[CH3:14].B.C1COCC1.CO.CC(OI1(OC(C)=O)(OC(C)=O)OC(=O)C2C=CC=CC1=2)=O. (3) The reactants are: C([NH:8][C:9]([C:11]1[CH:19]=[CH:18][C:14]([C:15](O)=[O:16])=[CH:13][CH:12]=1)=[O:10])C1C=CC=CC=1.O.ON1[C:26]2[CH:27]=[CH:28][CH:29]=[CH:30][C:25]=2[N:24]=[N:23]1.C(N(CC)C(C)C)(C)C.Cl.CN(C)CCCN=C=NCC.C1(NN)C=CC=CC=1. Given the product [C:9]([C:11]1[CH:19]=[CH:18][C:14]([C:15]([NH:23][NH:24][C:25]2[CH:30]=[CH:29][CH:28]=[CH:27][CH:26]=2)=[O:16])=[CH:13][CH:12]=1)(=[O:10])[NH2:8], predict the reactants needed to synthesize it. (4) Given the product [CH2:3]([O:10][C:11]1[CH:20]=[C:19]2[C:14]([C:15]([NH:24][CH2:25][CH:26]([CH3:28])[CH3:27])=[C:16]([NH2:21])[CH:17]=[N:18]2)=[CH:13][CH:12]=1)[C:4]1[CH:5]=[CH:6][CH:7]=[CH:8][CH:9]=1, predict the reactants needed to synthesize it. The reactants are: [BH4-].[Na+].[CH2:3]([O:10][C:11]1[CH:20]=[C:19]2[C:14]([C:15]([NH:24][CH2:25][CH:26]([CH3:28])[CH3:27])=[C:16]([N+:21]([O-])=O)[CH:17]=[N:18]2)=[CH:13][CH:12]=1)[C:4]1[CH:9]=[CH:8][CH:7]=[CH:6][CH:5]=1. (5) Given the product [O:22]=[C:2]1[C:3]2([C:21]3[C:12](=[CH:13][C:14]4[O:19][CH2:18][CH2:17][O:16][C:15]=4[CH:20]=3)[O:11][CH2:10]2)[C:4]2[C:9](=[CH:8][CH:7]=[CH:6][CH:5]=2)[N:1]1[C:30]([O:32][C:33]([CH3:36])([CH3:35])[CH3:34])=[O:31], predict the reactants needed to synthesize it. The reactants are: [NH:1]1[C:9]2[C:4](=[CH:5][CH:6]=[CH:7][CH:8]=2)[C:3]2([C:21]3[C:12](=[CH:13][C:14]4[O:19][CH2:18][CH2:17][O:16][C:15]=4[CH:20]=3)[O:11][CH2:10]2)[C:2]1=[O:22].C(N(CC)CC)C.[C:30](O[C:30]([O:32][C:33]([CH3:36])([CH3:35])[CH3:34])=[O:31])([O:32][C:33]([CH3:36])([CH3:35])[CH3:34])=[O:31]. (6) Given the product [S:30]([O-:33])([O-:32])=[O:31].[Na+:34].[Na+:34].[Br:23][CH:8]([C:5]1[CH:6]=[CH:7][C:2]([F:1])=[CH:3][CH:4]=1)[C:9]([C:11]1[CH:12]=[C:13]([CH3:22])[C:14]2[O:19][CH2:18][C:17](=[O:20])[NH:16][C:15]=2[CH:21]=1)=[O:10], predict the reactants needed to synthesize it. The reactants are: [F:1][C:2]1[CH:7]=[CH:6][C:5]([CH2:8][C:9]([C:11]2[CH:12]=[C:13]([CH3:22])[C:14]3[O:19][CH2:18][C:17](=[O:20])[NH:16][C:15]=3[CH:21]=2)=[O:10])=[CH:4][CH:3]=1.[BrH:23].[NH+]1C=CC=CC=1.[S:30]([O-:33])([O-:32])=[O:31].[Na+:34].[Na+].O. (7) Given the product [CH2:1]([O:3][C:4]([C:6]1[C:7]([OH:23])=[C:8]2[C:15]([C:16]3[CH:21]=[CH:20][C:19]([Cl:22])=[CH:18][CH:17]=3)=[N:14][O:13][C:9]2=[C:10]([C:29]#[C:28][Si:25]([CH3:27])([CH3:26])[CH3:24])[N:11]=1)=[O:5])[CH3:2], predict the reactants needed to synthesize it. The reactants are: [CH2:1]([O:3][C:4]([C:6]1[C:7]([OH:23])=[C:8]2[C:15]([C:16]3[CH:21]=[CH:20][C:19]([Cl:22])=[CH:18][CH:17]=3)=[N:14][O:13][C:9]2=[C:10](Br)[N:11]=1)=[O:5])[CH3:2].[CH3:24][Si:25]([C:28]#[CH:29])([CH3:27])[CH3:26].C(NC(C)C)(C)C. (8) Given the product [CH3:22][O:21][CH2:20][CH2:19][O:8][C:7](=[O:9])[C:6]1[CH:10]=[C:2]([Cl:1])[CH:3]=[CH:4][C:5]=1[O:11][CH2:23][CH2:24][O:15][CH3:12], predict the reactants needed to synthesize it. The reactants are: [Cl:1][C:2]1[CH:10]=[C:6]([C:7]([OH:9])=[O:8])[C:5]([OH:11])=[CH:4][CH:3]=1.[C:12](=[O:15])([O-])[O-].[K+].[K+].Br[CH2:19][CH2:20][O:21][CH3:22].[C:23](#N)[CH3:24]. (9) Given the product [CH:18]([C:17]1[S:3][C:1]([CH:4]2[CH2:8][CH2:7][N:6]([C:9]([O:11][C:12]([CH3:15])([CH3:14])[CH3:13])=[O:10])[CH2:5]2)=[N:2][CH:20]=1)=[O:19], predict the reactants needed to synthesize it. The reactants are: [C:1]([CH:4]1[CH2:8][CH2:7][N:6]([C:9]([O:11][C:12]([CH3:15])([CH3:14])[CH3:13])=[O:10])[CH2:5]1)(=[S:3])[NH2:2].Cl[CH:17]([CH:20]=O)[CH:18]=[O:19].C(=O)([O-])[O-].[Mg+2]. (10) Given the product [Br:1][C:2]1[CH:7]=[CH:6][C:5]([S:8]([NH:16][CH3:14])(=[O:10])=[O:9])=[CH:4][CH:3]=1, predict the reactants needed to synthesize it. The reactants are: [Br:1][C:2]1[CH:7]=[CH:6][C:5]([S:8](Cl)(=[O:10])=[O:9])=[CH:4][CH:3]=1.CN.[CH2:14]([N:16](CC)CC)C.